This data is from Reaction yield outcomes from USPTO patents with 853,638 reactions. The task is: Predict the reaction yield, written as a fraction of the theoretical maximum amount of product (1.0 means a 100% yield; for example, 0.34 means a 34% yield). (1) The yield is 1.00. The reactants are [Cl:31][C:28]1[CH:29]=[CH:30][C:25]([S:24][S:24][C:25]2[CH:30]=[CH:29][C:28]([Cl:31])=[CH:27][C:26]=2[NH:32][S:33]([C:36]2[CH:41]=[CH:40][C:39]([Cl:42])=[C:38]([C:43]([F:46])([F:45])[F:44])[CH:37]=2)(=[O:35])=[O:34])=[C:26]([NH:32][S:33]([C:36]2[CH:41]=[CH:40][C:39]([Cl:42])=[C:38]([C:43]([F:44])([F:45])[F:46])[CH:37]=2)(=[O:34])=[O:35])[CH:27]=1.C1(P(C2C=CC=CC=2)C2C=CC=CC=2)C=CC=CC=1.[C:66]1(=[O:71])[CH2:70][CH2:69][CH:68]=[CH:67]1.CC1C=CC(S(O)(=O)=O)=CC=1. The catalyst is C(Cl)Cl.CO.O. The product is [Cl:42][C:39]1[CH:40]=[CH:41][C:36]([S:33]([NH:32][C:26]2[CH:27]=[C:28]([Cl:31])[CH:29]=[CH:30][C:25]=2[S:24][CH:68]2[CH2:69][CH2:70][C:66](=[O:71])[CH2:67]2)(=[O:34])=[O:35])=[CH:37][C:38]=1[C:43]([F:46])([F:45])[F:44]. (2) The reactants are [C:1]([O:5][C:6]([N:8]1[CH2:12][C:11](=[CH2:13])[CH2:10][C@H:9]1[CH2:14][OH:15])=[O:7])([CH3:4])([CH3:3])[CH3:2].[F:16][C:17]1[CH:24]=[C:23]([F:25])[C:22]([F:26])=[CH:21][C:18]=1[CH2:19]Br.[H-].[Na+].[NH4+].[Cl-]. The catalyst is C1COCC1.CCOC(C)=O. The product is [C:1]([O:5][C:6]([N:8]1[CH2:12][C:11](=[CH2:13])[CH2:10][C@H:9]1[CH2:14][O:15][CH2:19][C:18]1[CH:21]=[C:22]([F:26])[C:23]([F:25])=[CH:24][C:17]=1[F:16])=[O:7])([CH3:4])([CH3:3])[CH3:2]. The yield is 0.340. (3) The reactants are [Cl:1][C:2]1[CH:3]=[C:4]([CH:9]=[C:10]([C:12]2[CH:17]=[CH:16][C:15]([CH2:18]O)=[CH:14][CH:13]=2)[N:11]=1)[C:5]([O:7][CH3:8])=[O:6].C1(P(C2C=CC=CC=2)C2C=CC=CC=2)C=CC=CC=1.C(Br)(Br)(Br)[Br:40]. The catalyst is C(Cl)Cl. The product is [Br:40][CH2:18][C:15]1[CH:16]=[CH:17][C:12]([C:10]2[CH:9]=[C:4]([CH:3]=[C:2]([Cl:1])[N:11]=2)[C:5]([O:7][CH3:8])=[O:6])=[CH:13][CH:14]=1. The yield is 0.640. (4) The reactants are [Cl:1][C:2]1[CH:11]=[CH:10][C:9]2[N:8]=[CH:7][C:6]3[N:12]=[CH:13][N:14]([CH3:15])[C:5]=3[C:4]=2[CH:3]=1.[OH:16]O. The catalyst is C(O)(=O)C. The product is [Cl:1][C:2]1[CH:11]=[CH:10][C:9]2[NH:8][C:7](=[O:16])[C:6]3[N:12]=[CH:13][N:14]([CH3:15])[C:5]=3[C:4]=2[CH:3]=1. The yield is 0.270. (5) The reactants are [NH2:1][C:2]1[CH:3]=[CH:4][C:5]([O:16][C:17]2[CH:22]=[CH:21][CH:20]=[CH:19][CH:18]=2)=[C:6]([C:8]2[CH:9]=[CH:10][C:11](=[O:15])[N:12]([CH3:14])[CH:13]=2)[CH:7]=1.[CH3:23][N:24]1[CH:28]=[C:27]([S:29](Cl)(=[O:31])=[O:30])[N:26]=[CH:25]1.C(N(CC)CC)C. The catalyst is ClCCl. The product is [CH3:23][N:24]1[CH:28]=[C:27]([S:29]([NH:1][C:2]2[CH:3]=[CH:4][C:5]([O:16][C:17]3[CH:18]=[CH:19][CH:20]=[CH:21][CH:22]=3)=[C:6]([C:8]3[CH:9]=[CH:10][C:11](=[O:15])[N:12]([CH3:14])[CH:13]=3)[CH:7]=2)(=[O:31])=[O:30])[N:26]=[CH:25]1. The yield is 0.560.